This data is from Forward reaction prediction with 1.9M reactions from USPTO patents (1976-2016). The task is: Predict the product of the given reaction. (1) Given the reactants [NH:1]1[CH2:6][CH2:5][CH:4]([NH:7]C(=O)OC(C)(C)C)[CH2:3][CH2:2]1.[CH:15]1([NH:18][C:19]([NH:21][C:22]2[CH:27]=[CH:26][C:25]([O:28][C:29]3[CH:34]=[CH:33][N:32]=[C:31]4[CH:35]=[C:36]([C:38]5[CH:43]=[CH:42][C:41]([CH:44]=O)=[CH:40][N:39]=5)[S:37][C:30]=34)=[C:24]([F:46])[CH:23]=2)=[O:20])[CH2:17][CH2:16]1.[BH-](OC(C)=O)(OC(C)=O)OC(C)=O.[Na+].C([O-])(O)=O.[Na+], predict the reaction product. The product is: [NH2:7][CH:4]1[CH2:3][CH2:2][N:1]([CH2:44][C:41]2[CH:42]=[CH:43][C:38]([C:36]3[S:37][C:30]4[C:31](=[N:32][CH:33]=[CH:34][C:29]=4[O:28][C:25]4[CH:26]=[CH:27][C:22]([NH:21][C:19]([NH:18][CH:15]5[CH2:16][CH2:17]5)=[O:20])=[CH:23][C:24]=4[F:46])[CH:35]=3)=[N:39][CH:40]=2)[CH2:6][CH2:5]1. (2) Given the reactants Cl[C:2]1[C:7]([NH2:8])=[CH:6][CH:5]=[CH:4][N:3]=1.[CH2:9]([O:11][CH:12]([OH:17])[C:13]([F:16])([F:15])[F:14])[CH3:10], predict the reaction product. The product is: [CH2:9]([O:11][CH:12]([O:17][C:2]1[C:7]([NH2:8])=[CH:6][CH:5]=[CH:4][N:3]=1)[C:13]([F:16])([F:15])[F:14])[CH3:10]. (3) Given the reactants [CH3:1][CH2:2][CH2:3][O:4][C:5]1[CH:6]=[C:7]2[C:12](=[CH:13][C:14]=1[O:15][CH3:16])[N:11]=[CH:10][N:9]=[C:8]2[O:17][C:18]1[CH:23]=[CH:22][C:21]([NH:24][C:25]([NH:27][CH2:28][CH2:29][CH3:30])=[O:26])=[C:20]([Cl:31])[CH:19]=1.C(=O)([O-])[O-].[K+].[K+].[NH:38]1[CH2:43][CH2:42][O:41][CH2:40][CH2:39]1.O, predict the reaction product. The product is: [Cl:31][C:20]1[CH:19]=[C:18]([O:17][C:8]2[C:7]3[C:12](=[CH:13][C:14]([O:15][CH3:16])=[C:5]([O:4][CH2:3][CH2:2][CH2:1][N:38]4[CH2:43][CH2:42][O:41][CH2:40][CH2:39]4)[CH:6]=3)[N:11]=[CH:10][N:9]=2)[CH:23]=[CH:22][C:21]=1[NH:24][C:25]([NH:27][CH2:28][CH2:29][CH3:30])=[O:26]. (4) Given the reactants C([N:8]1[CH2:13][CH2:12][CH:11]([N:14]2[CH2:18][C:17]([C:25]3[CH:30]=[CH:29][CH:28]=[CH:27][CH:26]=3)([C:19]3[CH:24]=[CH:23][CH:22]=[CH:21][CH:20]=3)[NH:16][C:15]2=[O:31])[CH2:10][CH2:9]1)C1C=CC=CC=1.Cl, predict the reaction product. The product is: [C:25]1([C:17]2([C:19]3[CH:20]=[CH:21][CH:22]=[CH:23][CH:24]=3)[CH2:18][N:14]([CH:11]3[CH2:10][CH2:9][NH:8][CH2:13][CH2:12]3)[C:15](=[O:31])[NH:16]2)[CH:26]=[CH:27][CH:28]=[CH:29][CH:30]=1. (5) Given the reactants [Br:1][C:2]1[CH:3]=[C:4]2[C:9](=[CH:10][CH:11]=1)[O:8][CH2:7][C:6]([CH3:13])([CH3:12])[C:5]2([NH:16]S(C(C)(C)C)=O)[CH:14]=[CH2:15].Cl.[OH-].[K+], predict the reaction product. The product is: [Br:1][C:2]1[CH:3]=[C:4]2[C:9](=[CH:10][CH:11]=1)[O:8][CH2:7][C:6]([CH3:12])([CH3:13])[C:5]2([CH:14]=[CH2:15])[NH2:16]. (6) Given the reactants [O:1]1[CH:5]=[CH:4][CH:3]=[C:2]1[C:6]1[O:10][C:9]([NH:11][C:12]([C:14]2[CH:19]=[CH:18][C:17](I)=[CH:16][CH:15]=2)=[O:13])=[N:8][N:7]=1.O1C=CC=C1C1OC(NC(C2C=CC=C(I)C=2)=O)=NN=1.[S:41]([C:45]1[CH:50]=[CH:49][C:48](B2OC(C)(C)C(C)(C)O2)=[CH:47][CH:46]=1)(=[O:44])(=[O:43])[NH2:42], predict the reaction product. The product is: [O:1]1[CH:5]=[CH:4][CH:3]=[C:2]1[C:6]1[O:10][C:9]([NH:11][C:12]([C:14]2[CH:19]=[CH:18][C:17]([C:48]3[CH:49]=[CH:50][C:45]([S:41](=[O:44])(=[O:43])[NH2:42])=[CH:46][CH:47]=3)=[CH:16][CH:15]=2)=[O:13])=[N:8][N:7]=1. (7) The product is: [F:10][C:8]1[CH:9]=[C:2]([CH3:1])[C:3]([CH2:4][C:12]#[N:13])=[C:6]([CH3:11])[CH:7]=1. Given the reactants [CH3:1][C:2]1[CH:9]=[C:8]([F:10])[CH:7]=[C:6]([CH3:11])[C:3]=1[CH2:4]Br.[C-:12]#[N:13].[Na+], predict the reaction product. (8) Given the reactants C[C@H]1[C@](O)(C(CO)=O)[C@]2(C)[C@H]([C@H]3[C@](F)([C@@H](O)C2)[C@]2(C)C(=CC(C=C2)=O)CC3)C1.S([O-])(=O)(=O)C.[NH2:34][CH2:35][CH2:36][CH2:37][NH:38][CH2:39][CH2:40][CH2:41][CH2:42][NH:43][CH2:44][CH2:45][CH2:46][NH2:47].N=C1CCCS1.[F:54][C:55]([F:60])([F:59])[C:56]([OH:58])=[O:57], predict the reaction product. The product is: [OH:58][C:56]([C:55]([F:60])([F:59])[F:54])=[O:57].[OH:58][C:56]([C:55]([F:60])([F:59])[F:54])=[O:57].[OH:58][C:56]([C:55]([F:60])([F:59])[F:54])=[O:57].[OH:58][C:56]([C:55]([F:60])([F:59])[F:54])=[O:57].[NH2:47][CH2:46][CH2:45][CH2:44][NH:43][CH2:42][CH2:41][CH2:40][CH2:39][NH:38][CH2:37][CH2:36][CH2:35][NH2:34].